This data is from Full USPTO retrosynthesis dataset with 1.9M reactions from patents (1976-2016). The task is: Predict the reactants needed to synthesize the given product. (1) Given the product [Br:54][C:55]1[CH:56]=[C:57]([C@H:58]([O:60][C:6]([NH:3][C:29]2[C:30]([CH3:33])=[N:31][O:32][C:28]=2[C:25]2[CH:26]=[CH:27][C:22]([C:19]3[CH:18]=[CH:17][C:16]([C:13]4([C:11]([O:10][CH2:8][CH3:9])=[O:12])[CH2:15][CH2:14]4)=[CH:21][CH:20]=3)=[CH:23][CH:24]=2)=[O:44])[CH3:59])[CH:61]=[CH:62][CH:63]=1, predict the reactants needed to synthesize it. The reactants are: C([N:3]([CH2:6]C)CC)C.[CH2:8]([O:10][C:11]([C:13]1([C:16]2[CH:21]=[CH:20][C:19]([C:22]3[CH:27]=[CH:26][C:25]([C:28]4[O:32][N:31]=[C:30]([CH3:33])[C:29]=4C(O)=O)=[CH:24][CH:23]=3)=[CH:18][CH:17]=2)[CH2:15][CH2:14]1)=[O:12])[CH3:9].C1(P(N=[N+]=[N-])(C2C=CC=CC=2)=[O:44])C=CC=CC=1.[Br:54][C:55]1[CH:56]=[C:57]([CH:61]=[CH:62][CH:63]=1)[C@H:58]([OH:60])[CH3:59]. (2) Given the product [NH:1]1[CH:5]=[CH:4][C:3]([C:9]2[N:14]=[C:13]([CH3:15])[C:12]([Br:16])=[C:11]([CH3:17])[N:10]=2)=[N:2]1, predict the reactants needed to synthesize it. The reactants are: [NH:1]1[CH:5]=[CH:4][CH:3]=[N:2]1.[H-].[Na+].Cl[C:9]1[N:14]=[C:13]([CH3:15])[C:12]([Br:16])=[C:11]([CH3:17])[N:10]=1. (3) Given the product [C:1]([O:5][C:6]([N:8]1[CH2:13][CH2:12][N:11]([C:14]2[CH:19]=[CH:18][N:17]=[C:16]([C:38]3[CH:29]=[CH:30][C:31]4[C:32]([CH3:42])([CH3:41])[CH2:33][CH2:34][C:35]([CH3:40])([CH3:39])[C:36]=4[CH:37]=3)[CH:15]=2)[CH2:10][CH2:9]1)=[O:7])([CH3:4])([CH3:3])[CH3:2], predict the reactants needed to synthesize it. The reactants are: [C:1]([O:5][C:6]([N:8]1[CH2:13][CH2:12][N:11]([C:14]2[CH:19]=[CH:18][N:17]=[C:16](Cl)[CH:15]=2)[CH2:10][CH2:9]1)=[O:7])([CH3:4])([CH3:3])[CH3:2].CC1(C)C(C)(C)OB([C:29]2[CH:38]=[CH:37][C:36]3[C:35]([CH3:40])([CH3:39])[CH2:34][CH2:33][C:32]([CH3:42])([CH3:41])[C:31]=3[CH:30]=2)O1.C(=O)([O-])[O-].[K+].[K+]. (4) Given the product [CH:2]1([C:5]2[CH:26]=[C:25]([C:27](=[N:34][O:33][CH3:31])[CH3:28])[CH:24]=[CH:23][C:6]=2[O:7][CH2:8][C:9]2[C:14]([CH3:15])=[CH:13][CH:12]=[CH:11][C:10]=2[N:16]2[C:20](=[O:21])[N:19]([CH3:22])[N:18]=[N:17]2)[CH2:3][CH2:4]1, predict the reactants needed to synthesize it. The reactants are: Cl.[CH:2]1([C:5]2[CH:26]=[C:25]([C:27](=O)[CH3:28])[CH:24]=[CH:23][C:6]=2[O:7][CH2:8][C:9]2[C:14]([CH3:15])=[CH:13][CH:12]=[CH:11][C:10]=2[N:16]2[C:20](=[O:21])[N:19]([CH3:22])[N:18]=[N:17]2)[CH2:4][CH2:3]1.Cl.[CH2:31]([O:33][NH2:34])C.O.C(=O)(O)[O-].[Na+]. (5) The reactants are: [OH:1][NH:2][C:3]([C:5]1[CH:44]=[CH:43][C:8]([CH2:9][N:10]([CH2:35][C:36]([O:38][C:39]([CH3:42])([CH3:41])[CH3:40])=[O:37])[C:11](=[O:34])[C:12]2[CH:17]=[CH:16][C:15]([NH:18][C:19](=[O:33])[CH2:20][C:21]3[CH:26]=[CH:25][C:24]([O:27][CH3:28])=[CH:23][C:22]=3[C:29]([F:32])([F:31])[F:30])=[CH:14][CH:13]=2)=[CH:7][CH:6]=1)=[NH:4].CCN(C(C)C)C(C)C.[CH3:54][C:55]1[CH:60]=[CH:59][C:58]([C:61]2[CH:66]=[CH:65][C:64]([C:67](Cl)=O)=[CH:63][CH:62]=2)=[CH:57][CH:56]=1. Given the product [CH3:28][O:27][C:24]1[CH:25]=[CH:26][C:21]([CH2:20][C:19]([NH:18][C:15]2[CH:16]=[CH:17][C:12]([C:11]([N:10]([CH2:35][C:36]([O:38][C:39]([CH3:41])([CH3:40])[CH3:42])=[O:37])[CH2:9][C:8]3[CH:7]=[CH:6][C:5]([C:3]4[N:4]=[C:54]([C:55]5[CH:60]=[CH:59][C:58]([C:61]6[CH:66]=[CH:65][C:64]([CH3:67])=[CH:63][CH:62]=6)=[CH:57][CH:56]=5)[O:1][N:2]=4)=[CH:44][CH:43]=3)=[O:34])=[CH:13][CH:14]=2)=[O:33])=[C:22]([C:29]([F:31])([F:30])[F:32])[CH:23]=1, predict the reactants needed to synthesize it. (6) Given the product [C:17]1([C:9]2[NH:10][C:11]3=[N:12][CH:13]=[CH:14][N:15]=[C:16]3[C:8]=2[CH2:7][C:1]#[N:2])[CH:18]=[CH:19][CH:20]=[CH:21][CH:22]=1, predict the reactants needed to synthesize it. The reactants are: [C-:1]#[N:2].[K+].[I-].C[N+](C)(C)[CH2:7][C:8]1[C:16]2[C:11](=[N:12][CH:13]=[CH:14][N:15]=2)[NH:10][C:9]=1[C:17]1[CH:22]=[CH:21][CH:20]=[CH:19][CH:18]=1. (7) Given the product [C:39]([O:43][C:44]([N:46]([CH:19]([C:21]1[CH:26]=[CH:25][C:24]([C:27]2[CH:32]=[CH:31][C:30]([C:33]([F:36])([F:35])[F:34])=[CH:29][CH:28]=2)=[CH:23][CH:22]=1)[CH2:18][CH2:17][C:16]([F:38])([F:37])[F:15])[C:47]1[CH:56]=[CH:55][C:50]([C:51]([O:53][CH3:54])=[O:52])=[CH:49][N:48]=1)=[O:45])([CH3:42])([CH3:40])[CH3:41], predict the reactants needed to synthesize it. The reactants are: N(C(OC(C)C)=O)=NC(OC(C)C)=O.[F:15][C:16]([F:38])([F:37])[CH2:17][CH2:18][CH:19]([C:21]1[CH:26]=[CH:25][C:24]([C:27]2[CH:32]=[CH:31][C:30]([C:33]([F:36])([F:35])[F:34])=[CH:29][CH:28]=2)=[CH:23][CH:22]=1)O.[C:39]([O:43][C:44]([NH:46][C:47]1[CH:56]=[CH:55][C:50]([C:51]([O:53][CH3:54])=[O:52])=[CH:49][N:48]=1)=[O:45])([CH3:42])([CH3:41])[CH3:40].C1(P(C2C=CC=CC=2)C2C=CC=CC=2)C=CC=CC=1. (8) Given the product [NH2:1][C:2]1[C:11]2[N:12]=[C:13]([CH2:20][O:22][N:23]3[C:27](=[O:28])[C:26]4[C:25](=[CH:32][CH:31]=[CH:30][CH:29]=4)[C:24]3=[O:33])[N:14]([CH2:15][C:16]([OH:18])([CH3:19])[CH3:17])[C:10]=2[C:9]2[CH:8]=[CH:7][CH:6]=[CH:5][C:4]=2[N:3]=1, predict the reactants needed to synthesize it. The reactants are: [NH2:1][C:2]1[C:11]2[N:12]=[C:13]([CH2:20]Cl)[N:14]([CH2:15][C:16]([CH3:19])([OH:18])[CH3:17])[C:10]=2[C:9]2[CH:8]=[CH:7][CH:6]=[CH:5][C:4]=2[N:3]=1.[OH:22][N:23]1[C:27](=[O:28])[C:26]2=[CH:29][CH:30]=[CH:31][CH:32]=[C:25]2[C:24]1=[O:33].C(N(CC)CC)C. (9) Given the product [CH:1]1([C:4]([N:6]2[CH2:10][CH2:9][C@@H:8]([CH2:11][N:12]3[C:13]4[CH:18]=[CH:17][C:16]([C:19]([F:20])([F:21])[F:22])=[CH:15][C:14]=4[N:23]=[C:24]3[C:26]3[CH:27]=[CH:28][C:29]([C:32]4[CH:33]=[C:34]5[C:38](=[CH:39][CH:40]=4)[NH:37][N:36]=[CH:35]5)=[CH:30][CH:31]=3)[CH2:7]2)=[O:5])[CH2:3][CH2:2]1, predict the reactants needed to synthesize it. The reactants are: [CH:1]1([C:4]([N:6]2[CH2:10][CH2:9][C@@H:8]([CH2:11][NH:12][C:13]3[C:14]([NH2:23])=[CH:15][C:16]([C:19]([F:22])([F:21])[F:20])=[CH:17][CH:18]=3)[CH2:7]2)=[O:5])[CH2:3][CH2:2]1.[CH:24]([C:26]1[CH:31]=[CH:30][C:29]([C:32]2[CH:33]=[C:34]3[C:38](=[CH:39][CH:40]=2)[NH:37][N:36]=[CH:35]3)=[CH:28][CH:27]=1)=O.OOS([O-])=O.[K+]. (10) The reactants are: C([O:3][C:4](=[O:16])[C:5]1[CH:10]=[C:9]([CH3:11])[C:8]([CH2:12][CH:13]([CH3:15])[CH3:14])=[N:7][CH:6]=1)C. Given the product [CH2:12]([C:8]1[C:9]([CH3:11])=[CH:10][C:5]([C:4]([OH:16])=[O:3])=[CH:6][N:7]=1)[CH:13]([CH3:15])[CH3:14], predict the reactants needed to synthesize it.